This data is from Catalyst prediction with 721,799 reactions and 888 catalyst types from USPTO. The task is: Predict which catalyst facilitates the given reaction. (1) Reactant: FC(F)(F)C(O)=O.CSC.C([O:18][C:19]1[CH:34]=[CH:33][CH:32]=[CH:31][C:20]=1[CH2:21][C:22]1[CH:27]=[CH:26][C:25]([CH2:28][C:29]#[N:30])=[CH:24][CH:23]=1)C1C=CC=CC=1. Product: [OH:18][C:19]1[CH:34]=[CH:33][CH:32]=[CH:31][C:20]=1[CH2:21][C:22]1[CH:27]=[CH:26][C:25]([CH2:28][C:29]#[N:30])=[CH:24][CH:23]=1. The catalyst class is: 6. (2) Reactant: [NH2:1][C:2]1[N:3]=[CH:4][C:5]2[CH2:11][N:10]([C:12]3[C:13](=[O:26])[N:14]([C:19]4[CH:24]=[CH:23][C:22]([NH2:25])=[CH:21][CH:20]=4)[CH:15]=[CH:16][C:17]=3[CH3:18])[CH2:9][CH2:8][C:6]=2[N:7]=1.CCN(CC)CC.[CH3:34][C:35]1[CH:39]=[CH:38][O:37][C:36]=1[C:40](Cl)=[O:41]. Product: [NH2:1][C:2]1[N:3]=[CH:4][C:5]2[CH2:11][N:10]([C:12]3[C:13](=[O:26])[N:14]([C:19]4[CH:20]=[CH:21][C:22]([NH:25][C:40]([C:36]5[O:37][CH:38]=[CH:39][C:35]=5[CH3:34])=[O:41])=[CH:23][CH:24]=4)[CH:15]=[CH:16][C:17]=3[CH3:18])[CH2:9][CH2:8][C:6]=2[N:7]=1. The catalyst class is: 1. (3) Product: [NH2:13][C:11]1[CH:12]=[C:7]([Cl:6])[C:8]([C:16]#[N:17])=[N:9][CH:10]=1. Reactant: [Sn](Cl)(Cl)(Cl)Cl.[Cl:6][C:7]1[C:8]([C:16]#[N:17])=[N:9][CH:10]=[C:11]([N+:13]([O-])=O)[CH:12]=1.C(=O)(O)[O-].[Na+]. The catalyst class is: 13.